Dataset: Peptide-MHC class I binding affinity with 185,985 pairs from IEDB/IMGT. Task: Regression. Given a peptide amino acid sequence and an MHC pseudo amino acid sequence, predict their binding affinity value. This is MHC class I binding data. (1) The peptide sequence is TMGPHPAGV. The MHC is HLA-A25:01 with pseudo-sequence HLA-A25:01. The binding affinity (normalized) is 0.0847. (2) The binding affinity (normalized) is 0.0847. The MHC is HLA-A02:01 with pseudo-sequence HLA-A02:01. The peptide sequence is MLREGNQAF. (3) The peptide sequence is RRRLTARG. The MHC is Mamu-B08 with pseudo-sequence Mamu-B08. The binding affinity (normalized) is 0.430. (4) The peptide sequence is AEMKTDAAT. The MHC is HLA-A01:01 with pseudo-sequence HLA-A01:01. The binding affinity (normalized) is 0. (5) The peptide sequence is ERLKIRASL. The MHC is HLA-A23:01 with pseudo-sequence HLA-A23:01. The binding affinity (normalized) is 0. (6) The peptide sequence is SMMGFKMNY. The MHC is HLA-A33:01 with pseudo-sequence HLA-A33:01. The binding affinity (normalized) is 0.385. (7) The peptide sequence is VSLSAYIIR. The MHC is HLA-A31:01 with pseudo-sequence HLA-A31:01. The binding affinity (normalized) is 0.659.